This data is from NCI-60 drug combinations with 297,098 pairs across 59 cell lines. The task is: Regression. Given two drug SMILES strings and cell line genomic features, predict the synergy score measuring deviation from expected non-interaction effect. (1) Drug 1: CC1CC(C(C(C=C(C(C(C=CC=C(C(=O)NC2=CC(=O)C(=C(C1)C2=O)OC)C)OC)OC(=O)N)C)C)O)OC. Drug 2: CN1C=C(C=N1)C2=C3N=C(C(=C(N3N=C2)N)Br)C4CCCNC4. Cell line: SK-OV-3. Synergy scores: CSS=55.4, Synergy_ZIP=-1.60, Synergy_Bliss=-3.35, Synergy_Loewe=-4.51, Synergy_HSA=-0.569. (2) Drug 2: CC(C)CN1C=NC2=C1C3=CC=CC=C3N=C2N. Cell line: HCT116. Synergy scores: CSS=37.0, Synergy_ZIP=0.741, Synergy_Bliss=3.97, Synergy_Loewe=2.78, Synergy_HSA=3.46. Drug 1: C1=C(C(=O)NC(=O)N1)N(CCCl)CCCl.